Dataset: Catalyst prediction with 721,799 reactions and 888 catalyst types from USPTO. Task: Predict which catalyst facilitates the given reaction. (1) Reactant: [C:1]([O:5][C:6]([N:8]1[CH2:13][CH2:12][CH:11]([CH2:14][N:15]([CH:19]2[CH2:28][CH2:27][C:26]3[C:21](=[CH:22][C:23]([OH:29])=[CH:24][CH:25]=3)[CH2:20]2)[CH2:16][CH2:17][CH3:18])[CH2:10][CH2:9]1)=[O:7])([CH3:4])([CH3:3])[CH3:2].C(N(CC)CC)C.[CH3:37][C:38]1[C:42]([S:43](Cl)(=[O:45])=[O:44])=[C:41]([CH3:47])[O:40][N:39]=1. Product: [C:1]([O:5][C:6]([N:8]1[CH2:9][CH2:10][CH:11]([CH2:14][N:15]([CH:19]2[CH2:28][CH2:27][C:26]3[C:21](=[CH:22][C:23]([O:29][S:43]([C:42]4[C:38]([CH3:37])=[N:39][O:40][C:41]=4[CH3:47])(=[O:45])=[O:44])=[CH:24][CH:25]=3)[CH2:20]2)[CH2:16][CH2:17][CH3:18])[CH2:12][CH2:13]1)=[O:7])([CH3:2])([CH3:3])[CH3:4]. The catalyst class is: 2. (2) Reactant: C(OC([N:8]1[CH2:12][C@@H:11]([O:13][CH3:14])[C@H:10]([N:15]([CH3:17])[CH3:16])[CH2:9]1)=O)(C)(C)C.[C:18]([OH:24])([C:20]([F:23])([F:22])[F:21])=[O:19]. Product: [F:21][C:20]([F:23])([F:22])[C:18]([O-:24])=[O:19].[CH3:16][N:15]([CH3:17])[C@H:10]1[C@H:11]([O:13][CH3:14])[CH2:12][NH2+:8][CH2:9]1. The catalyst class is: 2. (3) Reactant: [C:1]([N:4]1[C@@H:12]([C:13]2[CH:18]=[CH:17][C:16]([O:19]CC3C=CC=CC=3)=[CH:15][CH:14]=2)[C@@H:11]2[C:6]([C:7]3[CH:30]=[C:29]([O:31][CH3:32])[CH:28]=[CH:27][C:8]=3[CH2:9][CH2:10]2)=[N:5]1)(=[O:3])[CH3:2]. Product: [C:1]([N:4]1[C@@H:12]([C:13]2[CH:18]=[CH:17][C:16]([OH:19])=[CH:15][CH:14]=2)[C@@H:11]2[C:6]([C:7]3[CH:30]=[C:29]([O:31][CH3:32])[CH:28]=[CH:27][C:8]=3[CH2:9][CH2:10]2)=[N:5]1)(=[O:3])[CH3:2]. The catalyst class is: 78. (4) Reactant: Br[C:2]1[CH:11]=[C:10]([C:12]([O:14][CH3:15])=[O:13])[C:9]([N+:16]([O-:18])=[O:17])=[CH:8][C:3]=1[C:4]([O:6][CH3:7])=[O:5].[C:19](=O)([O-])[O-].[Cs+].[Cs+].CB1OB(C)OB(C)O1. Product: [CH3:19][C:2]1[CH:11]=[C:10]([C:12]([O:14][CH3:15])=[O:13])[C:9]([N+:16]([O-:18])=[O:17])=[CH:8][C:3]=1[C:4]([O:6][CH3:7])=[O:5]. The catalyst class is: 11. (5) Reactant: [NH2:1][C:2]1[N:7]([CH3:8])[C:6](=[O:9])[CH:5]=[C:4]([NH:10][NH2:11])[N:3]=1.[Cl:12][C:13]1[CH:14]=[C:15]2[C:20](=[CH:21][CH:22]=1)[N:19]=[CH:18][CH:17]=[C:16]2[CH:23]=O. Product: [NH2:1][C:2]1[N:7]([CH3:8])[C:6](=[O:9])[CH:5]=[C:4]([NH:10][N:11]=[CH:23][C:16]2[C:15]3[C:20](=[CH:21][CH:22]=[C:13]([Cl:12])[CH:14]=3)[N:19]=[CH:18][CH:17]=2)[N:3]=1. The catalyst class is: 5.